From a dataset of Forward reaction prediction with 1.9M reactions from USPTO patents (1976-2016). Predict the product of the given reaction. (1) Given the reactants C1(P(C2C=CC=CC=2)C2C=CC=CC=2)C=CC=CC=1.N1C=CN=C1.[I-:25].[NH:26]([C:34]([O:36][CH2:37][C:38]1[CH:43]=[CH:42][CH:41]=[CH:40][CH:39]=1)=[O:35])[C@H:27]([C:30]([O:32][CH3:33])=[O:31])[CH2:28]O, predict the reaction product. The product is: [CH2:37]([O:36][C:34]([NH:26][C@@H:27]([CH2:28][I:25])[C:30]([O:32][CH3:33])=[O:31])=[O:35])[C:38]1[CH:43]=[CH:42][CH:41]=[CH:40][CH:39]=1. (2) Given the reactants Cl.Cl.Cl.[CH3:4][O:5][C:6]1[CH:7]=[C:8]([NH:18][C:19]2[S:20][C:21]3[CH2:22][NH:23][CH2:24][CH2:25][C:26]=3[N:27]=2)[CH:9]=[CH:10][C:11]=1[N:12]1[CH:16]=[C:15]([CH3:17])[N:14]=[CH:13]1.[F:28][C:29]1[CH:34]=[CH:33][C:32]([CH2:35][C:36](O)=[O:37])=[CH:31][CH:30]=1.CN(C=O)C.CN(C(ON1N=NC2C=CC=CC1=2)=[N+](C)C)C.F[P-](F)(F)(F)(F)F, predict the reaction product. The product is: [F:28][C:29]1[CH:34]=[CH:33][C:32]([CH2:35][C:36]([N:23]2[CH2:24][CH2:25][C:26]3[N:27]=[C:19]([NH:18][C:8]4[CH:9]=[CH:10][C:11]([N:12]5[CH:16]=[C:15]([CH3:17])[N:14]=[CH:13]5)=[C:6]([O:5][CH3:4])[CH:7]=4)[S:20][C:21]=3[CH2:22]2)=[O:37])=[CH:31][CH:30]=1.